From a dataset of Reaction yield outcomes from USPTO patents with 853,638 reactions. Predict the reaction yield, written as a fraction of the theoretical maximum amount of product (1.0 means a 100% yield; for example, 0.34 means a 34% yield). (1) The reactants are [Br:1][C:2]1[CH:8]=[C:7]([O:9][CH3:10])[CH:6]=[CH:5][C:3]=1[NH2:4].[C:11]([C:17]([O:19][CH3:20])=[O:18])#[C:12][C:13]([O:15][CH3:16])=[O:14].C(O)C. The catalyst is CO. The product is [CH3:16][O:15][C:13](=[O:14])[C:12]([NH:4][C:3]1[CH:5]=[CH:6][C:7]([O:9][CH3:10])=[CH:8][C:2]=1[Br:1])=[CH:11][C:17]([O:19][CH3:20])=[O:18]. The yield is 0.930. (2) The reactants are [NH2:1][C:2]1[CH:3]=[C:4]([CH:21]=[CH:22][CH:23]=1)[O:5][C:6]1[CH:7]=[CH:8][C:9]2[N:13]=[C:12]([NH:14][C:15]([CH:17]3[CH2:19][CH2:18]3)=[O:16])[NH:11][C:10]=2[CH:20]=1.[C:24]([C:26]([C:29]1[CH:30]=[C:31]([CH:35]=[CH:36][CH:37]=1)[C:32](O)=[O:33])([CH3:28])[CH3:27])#[N:25].Cl.C(N=C=NCCCN(C)C)C. The catalyst is CN(C)C1C=CN=CC=1.N1C=CC=CC=1. The product is [C:24]([C:26]([C:29]1[CH:30]=[C:31]([CH:35]=[CH:36][CH:37]=1)[C:32]([NH:1][C:2]1[CH:23]=[CH:22][CH:21]=[C:4]([O:5][C:6]2[CH:7]=[CH:8][C:9]3[N:13]=[C:12]([NH:14][C:15]([CH:17]4[CH2:19][CH2:18]4)=[O:16])[NH:11][C:10]=3[CH:20]=2)[CH:3]=1)=[O:33])([CH3:28])[CH3:27])#[N:25]. The yield is 0.690. (3) The reactants are [F:1][C:2]1[C:10]([O:11][C:12]2[C:21]3[C:16](=[CH:17][C:18]([O:24][CH2:25][C@H:26]4[CH2:30][CH2:29][CH2:28][N:27]4C(OC(C)(C)C)=O)=[C:19]([O:22][CH3:23])[CH:20]=3)[N:15]=[CH:14][N:13]=2)=[CH:9][CH:8]=[C:7]2[C:3]=1[CH:4]=[C:5]([CH3:38])[NH:6]2.Cl. The catalyst is O1CCOCC1.CO. The product is [F:1][C:2]1[C:10]([O:11][C:12]2[C:21]3[C:16](=[CH:17][C:18]([O:24][CH2:25][C@H:26]4[CH2:30][CH2:29][CH2:28][NH:27]4)=[C:19]([O:22][CH3:23])[CH:20]=3)[N:15]=[CH:14][N:13]=2)=[CH:9][CH:8]=[C:7]2[C:3]=1[CH:4]=[C:5]([CH3:38])[NH:6]2. The yield is 0.620. (4) The reactants are C(=O)(O)[O-].[Na+].Cl.[NH2:7][OH:8].[C:9]([O:13][C:14](=[O:24])[NH:15][C:16]([C:22]#[N:23])([CH3:21])[CH2:17][CH:18]1[CH2:20][CH2:19]1)([CH3:12])([CH3:11])[CH3:10]. The catalyst is O.C(O)C. The product is [C:9]([O:13][C:14](=[O:24])[NH:15][C:16]([C:22](=[NH:23])[NH:7][OH:8])([CH3:21])[CH2:17][CH:18]1[CH2:19][CH2:20]1)([CH3:10])([CH3:12])[CH3:11]. The yield is 0.660.